Dataset: Full USPTO retrosynthesis dataset with 1.9M reactions from patents (1976-2016). Task: Predict the reactants needed to synthesize the given product. (1) The reactants are: Cl.[O:2]([NH2:4])[CH3:3].[CH2:5]([C:8]1[N:9]([CH2:21][CH2:22][CH2:23][CH:24]=O)[C:10]2[C:19]3[CH:18]=[CH:17][CH:16]=[CH:15][C:14]=3[N:13]=[CH:12][C:11]=2[N:20]=1)[CH2:6][CH3:7].[OH-].[Na+]. Given the product [CH3:3][O:2][N:4]=[CH:24][CH2:23][CH2:22][CH2:21][N:9]1[C:10]2[C:19]3[CH:18]=[CH:17][CH:16]=[CH:15][C:14]=3[N:13]=[CH:12][C:11]=2[N:20]=[C:8]1[CH2:5][CH2:6][CH3:7], predict the reactants needed to synthesize it. (2) Given the product [CH2:6]1[C@@H:7]2[C@@H:2]([CH2:12][CH2:10][CH2:9][CH2:8]2)[CH2:3][CH2:4][CH2:5]1, predict the reactants needed to synthesize it. The reactants are: C[C@@:2]12[C@H:12](CC3C=C(O)C(C=O)=CC=3O)[C:10](=C)[CH2:9][CH2:8][C@H:7]1[C:6](C)(C)[C@@H:5](Br)[CH2:4][CH2:3]2.OC/C=C(/C)\CCC=C(C)C. (3) Given the product [CH:1]1([C:7]2[C:15]3[C:10](=[CH:11][C:12]([C:16]([OH:18])=[O:17])=[CH:13][CH:14]=3)[N:9]([CH2:19][C:20]([N:22]3[CH2:27][CH2:26][O:25][CH2:24][CH2:23]3)=[O:21])[C:8]=2[C:28]2[CH:33]=[CH:32][C:31]([C:34]3[C:39]([F:76])=[N:40][CH:37]=[CH:36][CH:35]=3)=[CH:30][CH:29]=2)[CH2:6][CH2:5][CH2:4][CH2:3][CH2:2]1, predict the reactants needed to synthesize it. The reactants are: [CH:1]1([C:7]2[C:15]3[C:10](=[CH:11][C:12]([C:16]([OH:18])=[O:17])=[CH:13][CH:14]=3)[N:9]([CH2:19][C:20]([N:22]3[CH2:27][CH2:26][O:25][CH2:24][CH2:23]3)=[O:21])[C:8]=2[C:28]2[CH:33]=[CH:32][C:31]([C:34]3[CH:39]=C[C:37]([N:40](C)C)=[CH:36][CH:35]=3)=[CH:30][CH:29]=2)[CH2:6][CH2:5][CH2:4][CH2:3][CH2:2]1.COC(C1C=C2C(C(C3CCCCC3)=C(C3C=CC(OS(C(F)(F)[F:76])(=O)=O)=CC=3)N2CC(N2CCOCC2)=O)=CC=1)=O.FC1C(B(O)O)=CC=CN=1. (4) Given the product [C:10]([C:8]1[C:7]([O:14][CH:15]([CH3:17])[CH3:16])=[C:4]([C:3]([CH3:18])=[C:2]([C:31]#[C:30][Si:27]([CH3:29])([CH3:28])[CH3:26])[CH:9]=1)[CH:5]=[O:6])([CH3:13])([CH3:12])[CH3:11], predict the reactants needed to synthesize it. The reactants are: Br[C:2]1[C:3]([CH3:18])=[C:4]([C:7]([O:14][CH:15]([CH3:17])[CH3:16])=[C:8]([C:10]([CH3:13])([CH3:12])[CH3:11])[CH:9]=1)[CH:5]=[O:6].C(N(CC)CC)C.[CH3:26][Si:27]([C:30]#[CH:31])([CH3:29])[CH3:28].C(OCC)(=O)C. (5) Given the product [NH2:1][C:2]1[O:6][C:5]([C:7]2[CH:8]=[C:9]([C:14]3[C:22]4[C:21]([NH:23][C@H:24]([C:26]5[N:31]([C:32]6[CH:37]=[CH:36][CH:35]=[CH:34][CH:33]=6)[C:30](=[O:38])[C:29]6=[C:39]([CH3:42])[CH:40]=[CH:41][N:28]6[N:27]=5)[CH3:25])=[N:20][CH:19]=[N:18][C:17]=4[NH:16][CH:15]=3)[CH:10]=[C:11]([OH:13])[CH:12]=2)=[N:4][N:3]=1, predict the reactants needed to synthesize it. The reactants are: [NH2:1][C:2]1[O:6][C:5]([C:7]2[CH:8]=[C:9]([C:14]3[C:22]4[C:21]([NH:23][C@H:24]([C:26]5[N:31]([C:32]6[CH:37]=[CH:36][CH:35]=[CH:34][CH:33]=6)[C:30](=[O:38])[C:29]6=[C:39]([CH3:42])[CH:40]=[CH:41][N:28]6[N:27]=5)[CH3:25])=[N:20][CH:19]=[N:18][C:17]=4[N:16](COCC[Si](C)(C)C)[CH:15]=3)[CH:10]=[C:11]([OH:13])[CH:12]=2)=[N:4][N:3]=1.FC(F)(F)C(O)=O.N. (6) Given the product [CH2:23]([O:22][C:20](=[O:21])[CH2:19][NH:18][C:10](=[O:12])[C@@H:9]1[CH2:13][C@@H:14]([O:16][CH3:17])[CH2:15][N:8]1[C:6]([O:5][C:1]([CH3:2])([CH3:3])[CH3:4])=[O:7])[C:24]1[CH:29]=[CH:28][CH:27]=[CH:26][CH:25]=1, predict the reactants needed to synthesize it. The reactants are: [C:1]([O:5][C:6]([N:8]1[CH2:15][C@H:14]([O:16][CH3:17])[CH2:13][C@H:9]1[C:10]([OH:12])=O)=[O:7])([CH3:4])([CH3:3])[CH3:2].[NH2:18][CH2:19][C:20]([O:22][CH2:23][C:24]1[CH:29]=[CH:28][CH:27]=[CH:26][CH:25]=1)=[O:21].CC1C=CC(S(O)(=O)=O)=CC=1.C1CCC(N=C=NC2CCCCC2)CC1.C1C=CC2N(O)N=NC=2C=1.O.CCN(C(C)C)C(C)C.